Dataset: NCI-60 drug combinations with 297,098 pairs across 59 cell lines. Task: Regression. Given two drug SMILES strings and cell line genomic features, predict the synergy score measuring deviation from expected non-interaction effect. (1) Drug 1: C1=CN(C=N1)CC(O)(P(=O)(O)O)P(=O)(O)O. Drug 2: C1=NNC2=C1C(=O)NC=N2. Cell line: A549. Synergy scores: CSS=2.50, Synergy_ZIP=0.185, Synergy_Bliss=0.749, Synergy_Loewe=1.18, Synergy_HSA=-0.187. (2) Drug 1: CN1C(=O)N2C=NC(=C2N=N1)C(=O)N. Drug 2: CC1C(C(CC(O1)OC2CC(CC3=C2C(=C4C(=C3O)C(=O)C5=CC=CC=C5C4=O)O)(C(=O)C)O)N)O. Cell line: SW-620. Synergy scores: CSS=36.1, Synergy_ZIP=-9.06, Synergy_Bliss=-9.45, Synergy_Loewe=-13.3, Synergy_HSA=-3.93. (3) Drug 1: C1CN1C2=NC(=NC(=N2)N3CC3)N4CC4. Drug 2: COC1=C(C=C2C(=C1)N=CN=C2NC3=CC(=C(C=C3)F)Cl)OCCCN4CCOCC4. Cell line: CAKI-1. Synergy scores: CSS=34.5, Synergy_ZIP=-10.2, Synergy_Bliss=-0.643, Synergy_Loewe=0.333, Synergy_HSA=2.16. (4) Drug 1: C1CCC(C1)C(CC#N)N2C=C(C=N2)C3=C4C=CNC4=NC=N3. Drug 2: C1=CN(C=N1)CC(O)(P(=O)(O)O)P(=O)(O)O. Cell line: SF-539. Synergy scores: CSS=19.1, Synergy_ZIP=-2.29, Synergy_Bliss=3.36, Synergy_Loewe=4.86, Synergy_HSA=5.35.